From a dataset of Forward reaction prediction with 1.9M reactions from USPTO patents (1976-2016). Predict the product of the given reaction. (1) Given the reactants [Br:1][C:2]1[CH:3]=[C:4]([C:8]2[O:9][C:10]([CH3:17])=[C:11]([CH2:13][C:14](O)=[O:15])[N:12]=2)[CH:5]=[CH:6][CH:7]=1, predict the reaction product. The product is: [Br:1][C:2]1[CH:3]=[C:4]([C:8]2[O:9][C:10]([CH3:17])=[C:11]([CH2:13][CH2:14][OH:15])[N:12]=2)[CH:5]=[CH:6][CH:7]=1. (2) Given the reactants [Cl:1][C:2]1[CH:3]=[C:4]([NH:8][CH2:9][C:10]2[C:19]3[C:14](=[C:15]([F:20])[CH:16]=[CH:17][CH:18]=3)[NH:13][C:12](=[O:21])[CH:11]=2)[CH:5]=[CH:6][CH:7]=1.[C:22]1([C:32](Cl)=[O:33])[C:31]2[C:26](=[CH:27][CH:28]=[CH:29][CH:30]=2)[CH:25]=[CH:24][CH:23]=1, predict the reaction product. The product is: [Cl:1][C:2]1[CH:3]=[C:4]([N:8]([CH2:9][C:10]2[C:19]3[C:14](=[C:15]([F:20])[CH:16]=[CH:17][CH:18]=3)[NH:13][C:12](=[O:21])[CH:11]=2)[C:32]([C:22]2[C:31]3[C:26](=[CH:27][CH:28]=[CH:29][CH:30]=3)[CH:25]=[CH:24][CH:23]=2)=[O:33])[CH:5]=[CH:6][CH:7]=1.